From a dataset of Full USPTO retrosynthesis dataset with 1.9M reactions from patents (1976-2016). Predict the reactants needed to synthesize the given product. (1) The reactants are: Cl.[CH3:2][O:3][C:4]([C:6]1[CH:11]=[CH:10][C:9]([CH:12]([C:14]2[CH:19]=[CH:18][N:17]=[CH:16][C:15]=2[OH:20])O)=[CH:8][CH:7]=1)=[O:5]. Given the product [CH3:2][O:3][C:4]([C:6]1[CH:7]=[CH:8][C:9]([CH2:12][C:14]2[CH:19]=[CH:18][N:17]=[CH:16][C:15]=2[OH:20])=[CH:10][CH:11]=1)=[O:5], predict the reactants needed to synthesize it. (2) The reactants are: [CH:1]([C:3]1[O:10][C:9]2[CH:8]=[C:7]([C:11]([OH:13])=[O:12])[NH:6][C:5]=2[CH:4]=1)=O.Cl.[NH2:15]O. Given the product [C:1]([C:3]1[O:10][C:9]2[CH:8]=[C:7]([C:11]([OH:13])=[O:12])[NH:6][C:5]=2[CH:4]=1)#[N:15], predict the reactants needed to synthesize it. (3) The reactants are: [CH3:1][Si:2]([CH3:48])([CH3:47])[CH2:3][CH2:4][O:5][CH2:6][N:7]([CH2:39][O:40][CH2:41][CH2:42][Si:43]([CH3:46])([CH3:45])[CH3:44])[C:8]1[N:13]2[N:14]=[CH:15][C:16]([C:17]3[CH:18]=[N:19][C:20]4[C:25]([CH:26]=3)=[CH:24][CH:23]=[CH:22][CH:21]=4)=[C:12]2[N:11]=[C:10]([CH:27]2[CH2:32][CH2:31][CH:30]([CH2:33][C:34]([O:36][CH2:37][CH3:38])=[O:35])[CH2:29][CH2:28]2)[CH:9]=1.[Br:49]N1C(=O)CCC1=O. Given the product [CH3:44][Si:43]([CH3:46])([CH3:45])[CH2:42][CH2:41][O:40][CH2:39][N:7]([CH2:6][O:5][CH2:4][CH2:3][Si:2]([CH3:1])([CH3:47])[CH3:48])[C:8]1[N:13]2[N:14]=[CH:15][C:16]([C:17]3[CH:18]=[N:19][C:20]4[C:25]([CH:26]=3)=[CH:24][CH:23]=[CH:22][CH:21]=4)=[C:12]2[N:11]=[C:10]([CH:27]2[CH2:32][CH2:31][CH:30]([CH2:33][C:34]([O:36][CH2:37][CH3:38])=[O:35])[CH2:29][CH2:28]2)[C:9]=1[Br:49], predict the reactants needed to synthesize it. (4) Given the product [Cl:32][C:33]1[N:34]=[CH:35][C:36]([N:18]2[C:19]3[C:15](=[CH:14][C:13]([C:11]([N:8]4[CH2:7][CH2:6][N:5]([CH:1]5[CH2:2][CH2:3][CH2:4]5)[CH2:10][CH2:9]4)=[O:12])=[CH:21][CH:20]=3)[CH:16]=[C:17]2[C:22]([N:24]2[CH2:29][CH2:28][S:27](=[O:30])(=[O:31])[CH2:26][CH2:25]2)=[O:23])=[CH:37][CH:38]=1, predict the reactants needed to synthesize it. The reactants are: [CH:1]1([N:5]2[CH2:10][CH2:9][N:8]([C:11]([C:13]3[CH:14]=[C:15]4[C:19](=[CH:20][CH:21]=3)[NH:18][C:17]([C:22]([N:24]3[CH2:29][CH2:28][S:27](=[O:31])(=[O:30])[CH2:26][CH2:25]3)=[O:23])=[CH:16]4)=[O:12])[CH2:7][CH2:6]2)[CH2:4][CH2:3][CH2:2]1.[Cl:32][C:33]1[CH:38]=[CH:37][C:36](B(O)O)=[CH:35][N:34]=1.N1C=CC=CC=1. (5) The reactants are: [CH3:1][O:2][C:3]([C:5]1[CH:10]=[C:9]([Br:11])[C:8](=[O:12])[N:7]([C@H:13]([C:15]2[CH:20]=[CH:19][CH:18]=[CH:17][CH:16]=2)[CH3:14])[C:6]=1[CH3:21])=[O:4].[Br:22]N1C(=O)CCC1=O.C(OOC(=O)C1C=CC=CC=1)(=O)C1C=CC=CC=1. Given the product [CH3:1][O:2][C:3]([C:5]1[CH:10]=[C:9]([Br:11])[C:8](=[O:12])[N:7]([C@H:13]([C:15]2[CH:16]=[CH:17][CH:18]=[CH:19][CH:20]=2)[CH3:14])[C:6]=1[CH2:21][Br:22])=[O:4], predict the reactants needed to synthesize it.